Dataset: Full USPTO retrosynthesis dataset with 1.9M reactions from patents (1976-2016). Task: Predict the reactants needed to synthesize the given product. (1) Given the product [F:1][C:2]1[CH:10]=[C:9]2[C:5]([C:6]([CH2:12][CH2:13][N:14]([CH2:22][C:21]3[CH:24]=[CH:25][CH:26]=[C:19]([O:18][CH2:15][CH2:16][CH3:17])[CH:20]=3)[CH3:29])=[CH:7][N:8]2[CH3:11])=[CH:4][CH:3]=1, predict the reactants needed to synthesize it. The reactants are: [F:1][C:2]1[CH:10]=[C:9]2[C:5]([C:6]([CH2:12][CH2:13][NH2:14])=[CH:7][N:8]2[CH3:11])=[CH:4][CH:3]=1.[CH2:15]([O:18][C:19]1[CH:20]=[C:21]([CH:24]=[CH:25][CH:26]=1)[CH:22]=O)[CH2:16][CH3:17].[BH4-].[Na+].[CH3:29]N1CCCC1=O. (2) Given the product [CH3:1][O:2][C:3](=[O:29])[C:4]1[CH:9]=[C:8]([F:10])[CH:7]=[C:6]([NH2:11])[C:5]=1[C:14]#[C:15][C:16]1[CH:21]=[CH:20][C:19]([CH2:22][N:23]([C:25]([O:27][CH3:28])=[O:26])[CH3:24])=[CH:18][CH:17]=1, predict the reactants needed to synthesize it. The reactants are: [CH3:1][O:2][C:3](=[O:29])[C:4]1[CH:9]=[C:8]([F:10])[CH:7]=[C:6]([N+:11]([O-])=O)[C:5]=1[C:14]#[C:15][C:16]1[CH:21]=[CH:20][C:19]([CH2:22][N:23]([C:25]([O:27][CH3:28])=[O:26])[CH3:24])=[CH:18][CH:17]=1.[Cl-].[NH4+].Cl. (3) Given the product [Cl:11][C:12]1[C:13]([F:20])=[C:14](/[CH:15]=[C:8](/[C:5]2[CH:6]=[CH:7][C:2]([F:1])=[CH:3][CH:4]=2)\[C:9]#[N:10])[CH:17]=[CH:18][CH:19]=1, predict the reactants needed to synthesize it. The reactants are: [F:1][C:2]1[CH:7]=[CH:6][C:5]([CH2:8][C:9]#[N:10])=[CH:4][CH:3]=1.[Cl:11][C:12]1[C:13]([F:20])=[C:14]([CH:17]=[CH:18][CH:19]=1)[CH:15]=O.C[O-].[Na+]. (4) Given the product [NH:65]([CH2:66][CH2:67][CH2:68][CH2:69][C:70]([NH:72][C:73]1[CH:91]=[C:90]([C:92]([F:93])([F:95])[F:94])[CH:89]=[C:88]([NH:96][C:97](=[O:160])[NH:98][C:99]2[CH:159]=[CH:158][C:102]3[N:103]=[C:104]([NH:106][C:107](=[O:157])[NH:108][C:109]4[CH:114]=[C:113]([C:115]([F:116])([F:117])[F:118])[CH:112]=[C:111]([NH:119][C:120](=[O:143])[CH2:121][CH2:122][CH2:123][CH2:124][NH:125][C:126]([NH2:135])=[NH:127])[C:110]=4[O:144][C@@H:145]4[CH2:149][CH2:148][NH:147][CH2:146]4)[S:105][C:101]=3[CH:100]=2)[C:74]=1[O:75][C@@H:76]1[CH2:80][CH2:79][NH:78][CH2:77]1)=[O:71])[C:56]([NH2:57])=[NH:55], predict the reactants needed to synthesize it. The reactants are: NCCNC1C=CC(OC2C=CC(NC(NC3C=C(C(F)(F)F)C(SCCN)=CC=3SCCN)=O)=CC=2CCCN)=CC=1C(F)(F)F.C(OC([NH:55][C:56]([NH:65][CH2:66][CH2:67][CH2:68][CH2:69][C:70]([NH:72][C:73]1[CH:91]=[C:90]([C:92]([F:95])([F:94])[F:93])[CH:89]=[C:88]([NH:96][C:97](=[O:160])[NH:98][C:99]2[CH:159]=[CH:158][C:102]3[N:103]=[C:104]([NH:106][C:107](=[O:157])[NH:108][C:109]4[CH:114]=[C:113]([C:115]([F:118])([F:117])[F:116])[CH:112]=[C:111]([NH:119][C:120](=[O:143])[CH2:121][CH2:122][CH2:123][CH2:124][NH:125][C:126](=[N:135]C(OC(C)(C)C)=O)[NH:127]C(OC(C)(C)C)=O)[C:110]=4[O:144][C@@H:145]4[CH2:149][CH2:148][N:147](C(OC(C)(C)C)=O)[CH2:146]4)[S:105][C:101]=3[CH:100]=2)[C:74]=1[O:75][C@@H:76]1[CH2:80][CH2:79][N:78](C(OC(C)(C)C)=O)[CH2:77]1)=[O:71])=[N:57]C(OC(C)(C)C)=O)=O)(C)(C)C. (5) Given the product [N:1]1([C:7]([C:9]2[CH:14]=[CH:13][C:12]([N:15]3[CH:19]=[C:18]([C:20]4[C:28]5[C:23](=[CH:24][CH:25]=[C:26]([CH2:29][N:30]6[C:35](=[O:36])[CH:34]=[CH:33][CH:32]=[N:31]6)[CH:27]=5)[NH:22][N:21]=4)[N:17]=[N:16]3)=[CH:11][CH:10]=2)=[O:8])[CH2:2][CH2:3][O:4][CH2:5][CH2:6]1, predict the reactants needed to synthesize it. The reactants are: [N:1]1([C:7]([C:9]2[CH:14]=[CH:13][C:12]([N:15]3[CH:19]=[C:18]([C:20]4[C:28]5[C:23](=[CH:24][CH:25]=[C:26]([CH2:29][N:30]6[C:35](=[O:36])[CH:34]=[CH:33][CH:32]=[N:31]6)[CH:27]=5)[N:22](C(OC(C)(C)C)=O)[N:21]=4)[N:17]=[N:16]3)=[CH:11][CH:10]=2)=[O:8])[CH2:6][CH2:5][O:4][CH2:3][CH2:2]1.Cl.